This data is from Full USPTO retrosynthesis dataset with 1.9M reactions from patents (1976-2016). The task is: Predict the reactants needed to synthesize the given product. (1) Given the product [CH2:20]([N:4]([CH2:3][C:2]([F:17])([F:18])[F:1])[C:5]1[CH:12]=[CH:11][C:8]([C:9]#[N:10])=[C:7]([C:13]([F:16])([F:14])[F:15])[CH:6]=1)[CH2:21][CH3:22], predict the reactants needed to synthesize it. The reactants are: [F:1][C:2]([F:18])([F:17])[CH2:3][NH:4][C:5]1[CH:12]=[CH:11][C:8]([C:9]#[N:10])=[C:7]([C:13]([F:16])([F:15])[F:14])[CH:6]=1.I[CH2:20][CH2:21][CH3:22]. (2) Given the product [CH:19]([C:22]1[CH:27]=[CH:26][C:25]([S:28]([NH:8][C:7]2[C:2]([CH3:1])=[N:3][C:4]([O:9][CH:10]3[CH2:14][CH2:13][N:12]([C:15](=[O:18])[CH2:16][CH3:17])[CH2:11]3)=[CH:5][CH:6]=2)(=[O:30])=[O:29])=[CH:24][CH:23]=1)([CH3:21])[CH3:20], predict the reactants needed to synthesize it. The reactants are: [CH3:1][C:2]1[C:7]([NH2:8])=[CH:6][CH:5]=[C:4]([O:9][CH:10]2[CH2:14][CH2:13][N:12]([C:15](=[O:18])[CH2:16][CH3:17])[CH2:11]2)[N:3]=1.[CH:19]([C:22]1[CH:27]=[CH:26][C:25]([S:28](Cl)(=[O:30])=[O:29])=[CH:24][CH:23]=1)([CH3:21])[CH3:20]. (3) The reactants are: [BrH:1].[NH2:2][CH2:3][CH2:4][C:5]1[CH:13]=[CH:12][C:11]([OH:14])=[C:10]2[C:6]=1[CH2:7][C:8](=[O:15])[NH:9]2.C(N(CC)CC)C.[CH:23]1([N:29]([CH2:54][CH:55]=O)[C:30](=[O:53])[CH2:31][CH2:32][N:33]([CH2:44][CH2:45][C:46]2[CH:51]=[CH:50][CH:49]=[C:48]([F:52])[CH:47]=2)C(=O)OCC2C=CC=CC=2)[CH2:28][CH2:27][CH2:26][CH2:25][CH2:24]1.C([BH3-])#N.[Na+]. Given the product [BrH:1].[BrH:1].[CH:23]1([N:29]([CH2:54][CH2:55][NH:2][CH2:3][CH2:4][C:5]2[CH:13]=[CH:12][C:11]([OH:14])=[C:10]3[C:6]=2[CH2:7][C:8](=[O:15])[NH:9]3)[C:30](=[O:53])[CH2:31][CH2:32][NH:33][CH2:44][CH2:45][C:46]2[CH:51]=[CH:50][CH:49]=[C:48]([F:52])[CH:47]=2)[CH2:24][CH2:25][CH2:26][CH2:27][CH2:28]1, predict the reactants needed to synthesize it. (4) Given the product [Cl:1][C:2]1[CH:3]=[C:4]([C:17]([NH:19][CH3:20])=[O:18])[C:5]2[N:6]([C:8]([CH3:16])=[C:9]([C:11]([F:13])([F:14])[F:12])[N:10]=2)[N:7]=1, predict the reactants needed to synthesize it. The reactants are: [Cl:1][C:2]1[CH:3]=[C:4]([C:17]([NH:19][CH3:20])=[O:18])[C:5]2[N:6]([CH:8]([CH3:16])[C:9](O)([C:11]([F:14])([F:13])[F:12])[N:10]=2)[N:7]=1.N1C=CC=CC=1.S(Cl)(Cl)=O. (5) Given the product [CH2:5]([O:4][CH:3]([O:7][CH2:8][CH3:9])[CH2:2][O:10][CH2:11][CH3:12])[CH3:6], predict the reactants needed to synthesize it. The reactants are: Br[CH2:2][CH:3]([O:7][CH2:8][CH3:9])[O:4][CH2:5][CH3:6].[O-:10][CH2:11][CH3:12].[Na+].